Dataset: Forward reaction prediction with 1.9M reactions from USPTO patents (1976-2016). Task: Predict the product of the given reaction. (1) Given the reactants [C:1]([O:8][CH3:9])(=[O:7])/[CH:2]=[CH:3]/[C:4]([O-:6])=O.C(Cl)(=O)C(Cl)=O.[C:16]([N:23]1[CH2:28][CH2:27][NH:26][CH2:25][CH2:24]1)([O:18][C:19]([CH3:22])([CH3:21])[CH3:20])=[O:17].C(N(CC)CC)C, predict the reaction product. The product is: [CH3:9][O:8][C:1](=[O:7])/[CH:2]=[CH:3]/[C:4]([N:26]1[CH2:25][CH2:24][N:23]([C:16]([O:18][C:19]([CH3:22])([CH3:21])[CH3:20])=[O:17])[CH2:28][CH2:27]1)=[O:6]. (2) Given the reactants [C:1]([NH:8][O:9][CH2:10][CH:11]=[CH2:12])([O:3][C:4]([CH3:7])([CH3:6])[CH3:5])=[O:2].[H-].[Na+].I[CH2:16][CH2:17][CH3:18], predict the reaction product. The product is: [C:1]([N:8]([CH2:16][CH2:17][CH3:18])[O:9][CH2:10][CH:11]=[CH2:12])([O:3][C:4]([CH3:5])([CH3:6])[CH3:7])=[O:2]. (3) Given the reactants [Cl:1][C:2]1[N:7]=[C:6](N2CCOCC2)[N:5]=[C:4]([NH:14][C:15]2[CH:20]=[CH:19][C:18]([O:21][C:22]([F:25])([F:24])[F:23])=[CH:17][CH:16]=2)[CH:3]=1.[C:26]([C:29]1[CH:30]=[C:31](B(O)O)[CH:32]=[CH:33][CH:34]=1)(=[O:28])[CH3:27].C([O-])([O-])=O.[Na+].[Na+], predict the reaction product. The product is: [Cl:1][C:2]1[CH:3]=[C:4]([NH:14][C:15]2[CH:16]=[CH:17][C:18]([O:21][C:22]([F:23])([F:24])[F:25])=[CH:19][CH:20]=2)[N:5]=[C:6]([C:33]2[CH:34]=[C:29]([C:26](=[O:28])[CH3:27])[CH:30]=[CH:31][CH:32]=2)[N:7]=1. (4) Given the reactants C([N:8]1[CH2:13][CH2:12][N:11]([C@:14]2(C3C=CC([Cl:27])=CC=3)[CH:19]=[CH:18]C=C[CH:15]2C)[CH2:10][CH2:9]1)(OC(C)(C)C)=O.[CH3:28]O.[C:30]([Cl:33])(=O)[CH3:31], predict the reaction product. The product is: [ClH:27].[Cl:33][C:30]1[CH:18]=[CH:19][C:14]([N:11]2[CH2:12][CH2:13][NH:8][CH2:9][C@H:10]2[CH3:28])=[CH:15][CH:31]=1. (5) Given the reactants [CH2:1]([C:5]1[N:10]=[C:9]([C:11]([OH:13])=O)[C:8]([NH:14][C:15]2[CH:16]=[N:17][CH:18]=[N:19][CH:20]=2)=[CH:7][N:6]=1)[CH:2]([CH3:4])[CH3:3].[CH3:21][NH:22][C:23]([C:25]1[N:26]([CH3:31])[N:27]=[CH:28][C:29]=1[NH2:30])=[O:24], predict the reaction product. The product is: [CH3:31][N:26]1[C:25]([C:23](=[O:24])[NH:22][CH3:21])=[C:29]([NH:30][C:11]([C:9]2[C:8]([NH:14][C:15]3[CH:16]=[N:17][CH:18]=[N:19][CH:20]=3)=[CH:7][N:6]=[C:5]([CH2:1][CH:2]([CH3:3])[CH3:4])[N:10]=2)=[O:13])[CH:28]=[N:27]1.